From a dataset of Merck oncology drug combination screen with 23,052 pairs across 39 cell lines. Regression. Given two drug SMILES strings and cell line genomic features, predict the synergy score measuring deviation from expected non-interaction effect. (1) Drug 1: COC1CC2CCC(C)C(O)(O2)C(=O)C(=O)N2CCCCC2C(=O)OC(C(C)CC2CCC(OP(C)(C)=O)C(OC)C2)CC(=O)C(C)C=C(C)C(O)C(OC)C(=O)C(C)CC(C)C=CC=CC=C1C. Drug 2: CNC(=O)c1cc(Oc2ccc(NC(=O)Nc3ccc(Cl)c(C(F)(F)F)c3)cc2)ccn1. Cell line: COLO320DM. Synergy scores: synergy=9.50. (2) Drug 1: O=S1(=O)NC2(CN1CC(F)(F)F)C1CCC2Cc2cc(C=CCN3CCC(C(F)(F)F)CC3)ccc2C1. Drug 2: NC1(c2ccc(-c3nc4ccn5c(=O)[nH]nc5c4cc3-c3ccccc3)cc2)CCC1. Cell line: VCAP. Synergy scores: synergy=27.7. (3) Drug 1: COc1cc(C2c3cc4c(cc3C(OC3OC5COC(C)OC5C(O)C3O)C3COC(=O)C23)OCO4)cc(OC)c1O. Drug 2: Cn1c(=O)n(-c2ccc(C(C)(C)C#N)cc2)c2c3cc(-c4cnc5ccccc5c4)ccc3ncc21. Cell line: UWB1289. Synergy scores: synergy=2.88. (4) Drug 1: Cn1c(=O)n(-c2ccc(C(C)(C)C#N)cc2)c2c3cc(-c4cnc5ccccc5c4)ccc3ncc21. Drug 2: CCc1c2c(nc3ccc(O)cc13)-c1cc3c(c(=O)n1C2)COC(=O)C3(O)CC. Cell line: RPMI7951. Synergy scores: synergy=16.7.